Dataset: Reaction yield outcomes from USPTO patents with 853,638 reactions. Task: Predict the reaction yield, written as a fraction of the theoretical maximum amount of product (1.0 means a 100% yield; for example, 0.34 means a 34% yield). (1) The reactants are [CH3:1][O:2][C:3]1[CH:4]=[C:5]2[C:10](=[C:11]([N:13]3[CH2:19][CH2:18][CH2:17][N:16]([CH3:20])[CH2:15][CH2:14]3)[CH:12]=1)[NH:9][C:8]([C:21]([OH:23])=O)=[CH:7][C:6]2=[O:24].C(N(C(C)C)CC)(C)C.CN(C(ON1N=NC2C=CC=CC1=2)=[N+](C)C)C.[B-](F)(F)(F)F.C1C=CC2N(O)N=NC=2C=1.[O:66]1[CH2:71][CH2:70][N:69]([C:72]2[CH:78]=[CH:77][C:75]([NH2:76])=[CH:74][CH:73]=2)[CH2:68][CH2:67]1. The catalyst is CN(C)C=O.CO. The product is [N:69]1([C:72]2[CH:73]=[CH:74][C:75]([NH:76][C:21]([C:8]3[NH:9][C:10]4[C:5]([C:6](=[O:24])[CH:7]=3)=[CH:4][C:3]([O:2][CH3:1])=[CH:12][C:11]=4[N:13]3[CH2:19][CH2:18][CH2:17][N:16]([CH3:20])[CH2:15][CH2:14]3)=[O:23])=[CH:77][CH:78]=2)[CH2:68][CH2:67][O:66][CH2:71][CH2:70]1. The yield is 0.690. (2) The catalyst is N1C=CC=CC=1.C(OCC)(=O)C. The yield is 0.390. The reactants are [NH2:1][C:2]1[CH:3]=[C:4]([NH:9][C:10]2[N:15]=[C:14]3[S:16][C:17]([NH:19][C:20]([CH:22]4[CH2:24][CH2:23]4)=[O:21])=[N:18][C:13]3=[CH:12][CH:11]=2)[CH:5]=[CH:6][C:7]=1[F:8].[Cl:25][C:26]1[CH:31]=[CH:30][C:29]([N:32]=[C:33]=[O:34])=[CH:28][C:27]=1[C:35]([F:38])([F:37])[F:36]. The product is [Cl:25][C:26]1[CH:31]=[CH:30][C:29]([NH:32][C:33]([NH:1][C:2]2[CH:3]=[C:4]([NH:9][C:10]3[N:15]=[C:14]4[S:16][C:17]([NH:19][C:20]([CH:22]5[CH2:23][CH2:24]5)=[O:21])=[N:18][C:13]4=[CH:12][CH:11]=3)[CH:5]=[CH:6][C:7]=2[F:8])=[O:34])=[CH:28][C:27]=1[C:35]([F:36])([F:37])[F:38]. (3) The reactants are [NH:1]1[C:5]2=[N:6][CH:7]=[CH:8][CH:9]=[C:4]2[C:3]([CH:10]=[C:11]2[O:15][C:14]([NH:16][C:17]([C:20]3[CH:25]=[CH:24][CH:23]=[CH:22][CH:21]=3)([CH3:19])[CH3:18])=[C:13](C(OCC)=O)[C:12]2=[O:31])=[CH:2]1.[OH-].[K+]. The catalyst is C(O)C. The product is [NH:1]1[C:5]2=[N:6][CH:7]=[CH:8][CH:9]=[C:4]2[C:3]([CH:10]=[C:11]2[C:12](=[O:31])[CH:13]=[C:14]([NH:16][C:17]([C:20]3[CH:21]=[CH:22][CH:23]=[CH:24][CH:25]=3)([CH3:19])[CH3:18])[O:15]2)=[CH:2]1. The yield is 0.200. (4) The reactants are [C:1]1([CH:7]([NH:11][C:12]2[CH:17]=[CH:16][CH:15]=[CH:14][CH:13]=2)[C:8]([OH:10])=[O:9])[CH:6]=[CH:5][CH:4]=[CH:3][CH:2]=1.[N:18]12[CH2:25][CH2:24][CH:21]([CH2:22][CH2:23]1)[C@@H:20](O)[CH2:19]2.C1(P(C2C=CC=CC=2)C2C=CC=CC=2)C=CC=CC=1.N(/C(OCC)=O)=N\C(OCC)=O. The catalyst is C1COCC1. The product is [C:1]1([CH:7]([NH:11][C:12]2[CH:17]=[CH:16][CH:15]=[CH:14][CH:13]=2)[C:8]([O:10][C@H:20]2[CH:21]3[CH2:24][CH2:25][N:18]([CH2:23][CH2:22]3)[CH2:19]2)=[O:9])[CH:2]=[CH:3][CH:4]=[CH:5][CH:6]=1. The yield is 0.100. (5) The reactants are Br[C:2]1[CH:3]=[C:4]([S:8]([NH:11][C:12]2[CH:17]=[CH:16][CH:15]=[CH:14][CH:13]=2)(=[O:10])=[O:9])[CH:5]=[CH:6][CH:7]=1.C1C=CC=CC=1.C(N(CC)CC)C.[CH2:31]([OH:34])[C:32]#[CH:33]. The catalyst is Cl.C1C=CC([P]([Pd]([P](C2C=CC=CC=2)(C2C=CC=CC=2)C2C=CC=CC=2)([P](C2C=CC=CC=2)(C2C=CC=CC=2)C2C=CC=CC=2)[P](C2C=CC=CC=2)(C2C=CC=CC=2)C2C=CC=CC=2)(C2C=CC=CC=2)C2C=CC=CC=2)=CC=1.[Cu](I)I. The product is [OH:34][CH2:31][C:32]#[C:33][C:2]1[CH:3]=[C:4]([S:8]([NH:11][C:12]2[CH:17]=[CH:16][CH:15]=[CH:14][CH:13]=2)(=[O:10])=[O:9])[CH:5]=[CH:6][CH:7]=1. The yield is 0.640.